Dataset: Forward reaction prediction with 1.9M reactions from USPTO patents (1976-2016). Task: Predict the product of the given reaction. The product is: [Cl:1][C:2]1[CH:7]=[CH:6][CH:5]=[C:4]([Cl:8])[C:3]=1[NH:9][C:10]([NH:12][C:13]1[C:14]([C:23]([NH:25][C:26]2([C:33]([OH:35])=[O:34])[CH2:27][CH2:28][C:29](=[O:32])[CH2:30][CH2:31]2)=[O:24])=[CH:15][C:16]2[C:21]([CH:22]=1)=[CH:20][CH:19]=[CH:18][CH:17]=2)=[O:11]. Given the reactants [Cl:1][C:2]1[CH:7]=[CH:6][CH:5]=[C:4]([Cl:8])[C:3]=1[NH:9][C:10]([NH:12][C:13]1[C:14]([C:23]([NH:25][C:26]2([C:33]([O:35]C)=[O:34])[CH2:31][CH2:30][C:29](=[O:32])[CH2:28][CH2:27]2)=[O:24])=[CH:15][C:16]2[C:21]([CH:22]=1)=[CH:20][CH:19]=[CH:18][CH:17]=2)=[O:11].Cl.C(Cl)Cl, predict the reaction product.